From a dataset of Reaction yield outcomes from USPTO patents with 853,638 reactions. Predict the reaction yield, written as a fraction of the theoretical maximum amount of product (1.0 means a 100% yield; for example, 0.34 means a 34% yield). (1) The reactants are FC(F)(F)C(O)=O.[CH2:8]([C@@:15]12[CH2:25][CH2:24][C@@:23]([CH2:27][CH3:28])([OH:26])[CH2:22][C@@H:21]1[CH:20](O)[O:19][CH2:18][C:17]1[CH:30]=[C:31]([C:34]([NH:36][C:37]3[C:38]([CH3:43])=[N:39][CH:40]=[CH:41][CH:42]=3)=[O:35])[CH:32]=[CH:33][C:16]2=1)[C:9]1[CH:14]=[CH:13][CH:12]=[CH:11][CH:10]=1.C([SiH](CC)CC)C.C([O-])(O)=O.[Na+]. The catalyst is C(Cl)Cl. The product is [CH2:8]([C@@:15]12[CH2:25][CH2:24][C@@:23]([CH2:27][CH3:28])([OH:26])[CH2:22][C@@H:21]1[CH2:20][O:19][CH2:18][C:17]1[CH:30]=[C:31]([C:34]([NH:36][C:37]3[C:38]([CH3:43])=[N:39][CH:40]=[CH:41][CH:42]=3)=[O:35])[CH:32]=[CH:33][C:16]2=1)[C:9]1[CH:14]=[CH:13][CH:12]=[CH:11][CH:10]=1. The yield is 0.450. (2) The reactants are [N:1]1([CH2:6][CH2:7][CH2:8][CH2:9][N:10]2[C:18]3[C:13](=[CH:14][CH:15]=[C:16]([N+:19]([O-])=O)[CH:17]=3)[CH:12]=[CH:11]2)[CH:5]=[CH:4][N:3]=[CH:2]1.I.CS[C:25]([C:27]1[S:28][CH:29]=[CH:30][CH:31]=1)=[NH:26]. The catalyst is C(O)C.C(OCC)C.[Pd]. The product is [N:1]1([CH2:6][CH2:7][CH2:8][CH2:9][N:10]2[C:18]3[C:13](=[CH:14][CH:15]=[C:16]([NH:19][C:25]([C:27]4[S:28][CH:29]=[CH:30][CH:31]=4)=[NH:26])[CH:17]=3)[CH:12]=[CH:11]2)[CH:5]=[CH:4][N:3]=[CH:2]1. The yield is 0.545.